This data is from Forward reaction prediction with 1.9M reactions from USPTO patents (1976-2016). The task is: Predict the product of the given reaction. (1) Given the reactants [F:1][C:2]1([F:56])[CH2:7][CH2:6][CH:5]([C:8]2[C:17]3[CH:16]([O:18][CH2:19][C:20]4[CH:25]=[CH:24][C:23]([O:26][CH3:27])=[CH:22][CH:21]=4)[CH2:15][C:14]([CH3:29])([CH3:28])[CH2:13][C:12]=3[N:11]=[C:10]([CH:30]3[CH2:35][CH2:34][N:33]([C:36]4[N:41]=[CH:40][C:39]([CH2:42][OH:43])=[CH:38][N:37]=4)[CH2:32][CH2:31]3)[C:9]=2[CH:44]([F:55])[C:45]2[CH:50]=[CH:49][C:48]([C:51]([F:54])([F:53])[F:52])=[CH:47][CH:46]=2)[CH2:4][CH2:3]1.[CH3:57]O, predict the reaction product. The product is: [F:56][C:2]1([F:1])[CH2:7][CH2:6][CH:5]([C:8]2[C:17]3[CH:16]([O:18][CH2:19][C:20]4[CH:21]=[CH:22][C:23]([O:26][CH3:27])=[CH:24][CH:25]=4)[CH2:15][C:14]([CH3:28])([CH3:29])[CH2:13][C:12]=3[N:11]=[C:10]([CH:30]3[CH2:31][CH2:32][N:33]([C:36]4[N:41]=[CH:40][C:39]([CH2:42][O:43][CH3:57])=[CH:38][N:37]=4)[CH2:34][CH2:35]3)[C:9]=2[CH:44]([F:55])[C:45]2[CH:46]=[CH:47][C:48]([C:51]([F:53])([F:52])[F:54])=[CH:49][CH:50]=2)[CH2:4][CH2:3]1. (2) Given the reactants [OH:1][C:2]1[C:10]2[C:9](=[O:11])[O:8][C:7](=O)[C:6]=2[CH:5]=[CH:4][CH:3]=1.C([O-])(=O)C.[Na+].Cl.[CH3:19][NH2:20], predict the reaction product. The product is: [OH:1][C:2]1[CH:3]=[CH:4][CH:5]=[C:6]2[C:10]=1[C:9](=[O:11])[N:20]([CH3:19])[C:7]2=[O:8]. (3) Given the reactants C[O:2][C:3](=[O:32])[C@H:4]([CH2:16][C:17]1[CH:22]=[CH:21][C:20]([C:23]2[C:24](=[O:31])[N:25]([CH3:30])[CH:26]=[CH:27][C:28]=2[CH3:29])=[CH:19][CH:18]=1)[NH:5][C:6]([C:8]1[C:13]([Cl:14])=[CH:12][CH:11]=[CH:10][C:9]=1[Cl:15])=[O:7].[OH-].[Na+], predict the reaction product. The product is: [Cl:15][C:9]1[CH:10]=[CH:11][CH:12]=[C:13]([Cl:14])[C:8]=1[C:6]([NH:5][C@H:4]([C:3]([OH:32])=[O:2])[CH2:16][C:17]1[CH:22]=[CH:21][C:20]([C:23]2[C:24](=[O:31])[N:25]([CH3:30])[CH:26]=[CH:27][C:28]=2[CH3:29])=[CH:19][CH:18]=1)=[O:7]. (4) Given the reactants C([O:3][C:4](=O)[CH2:5][O:6][C:7]([C:20]1[CH:25]=[CH:24][CH:23]=[CH:22][CH:21]=1)(C1C=CC=CC=1)[C:8]1[CH:13]=[CH:12][CH:11]=[CH:10][CH:9]=1)C.[CH2:27]([Mg]Br)[CH3:28].[C:31](O)(=O)[CH2:32][C:33]([CH2:38][C:39](O)=O)(C(O)=O)O.O1CCC[CH2:45]1, predict the reaction product. The product is: [C:7]([O:6][CH2:5][C:4]1([OH:3])[CH2:28][CH2:27]1)([C:31]1[CH:32]=[CH:33][CH:38]=[CH:39][CH:45]=1)([C:8]1[CH:13]=[CH:12][CH:11]=[CH:10][CH:9]=1)[C:20]1[CH:25]=[CH:24][CH:23]=[CH:22][CH:21]=1. (5) Given the reactants [NH2:1][CH:2]1[CH2:6][CH2:5][N:4]([CH:7]2[CH2:17][CH:10]3[CH2:11][N:12]([CH:14]([CH3:16])[CH3:15])[CH2:13][CH:9]3[CH:8]2[CH2:18][O:19][CH3:20])[C:3]1=[O:21].Cl[C:23]1[C:32]2[C:27](=[CH:28][CH:29]=[C:30]([C:33]([F:36])([F:35])[F:34])[CH:31]=2)[N:26]=[CH:25][N:24]=1.C(N(CC)CC)C, predict the reaction product. The product is: [CH:14]([N:12]1[CH2:13][CH:9]2[CH:8]([CH2:18][O:19][CH3:20])[CH:7]([N:4]3[CH2:5][CH2:6][CH:2]([NH:1][C:23]4[C:32]5[C:27](=[CH:28][CH:29]=[C:30]([C:33]([F:35])([F:36])[F:34])[CH:31]=5)[N:26]=[CH:25][N:24]=4)[C:3]3=[O:21])[CH2:17][CH:10]2[CH2:11]1)([CH3:16])[CH3:15]. (6) Given the reactants [CH3:1][NH:2][C:3]1[C:4]2[CH:18]=[CH:17][NH:16][C:5]=2[N:6]([C@@H]2[C@H](C)CCNC2)[CH2:7][N:8]=1.[C:19]([CH2:21][C:22]([O:24]CC)=O)#[N:20].N12C[CH2:36][CH2:35][N:34]=[C:33]1[CH2:32][CH2:31][CH2:30]CC2.[OH:38][C:39]([C:48]([OH:50])=[O:49])([CH2:44][C:45]([OH:47])=[O:46])[CH2:40][C:41]([OH:43])=[O:42], predict the reaction product. The product is: [OH:38][C:39]([C:48]([OH:50])=[O:49])([CH2:44][C:45]([OH:47])=[O:46])[CH2:40][C:41]([OH:43])=[O:42].[CH3:30][C@@H:31]1[CH2:32][CH2:33][N:34]([C:22](=[O:24])[CH2:21][C:19]#[N:20])[CH2:35][C@@H:36]1[N:2]([CH3:1])[C:3]1[C:4]2[CH:18]=[CH:17][NH:16][C:5]=2[N:6]=[CH:7][N:8]=1. (7) Given the reactants [Br:1][C:2]1[CH:18]=[CH:17][CH:16]=[CH:15][C:3]=1[C:4]([CH:6]1[CH2:13][C:9]2[S:10][CH:11]=[CH:12][C:8]=2[C:7]1=O)=O.O.[NH2:20][NH2:21].C(O)(=O)C, predict the reaction product. The product is: [Br:1][C:2]1[CH:18]=[CH:17][CH:16]=[CH:15][C:3]=1[C:4]1[C:6]2[CH2:13][C:9]3[S:10][CH:11]=[CH:12][C:8]=3[C:7]=2[NH:21][N:20]=1.